Dataset: Forward reaction prediction with 1.9M reactions from USPTO patents (1976-2016). Task: Predict the product of the given reaction. (1) Given the reactants [CH2:1](I)[CH3:2].[C:4]([C:8]1[CH:9]=[C:10]([C:26](=[O:28])[CH3:27])[CH:11]=[C:12]([N:16]2[CH2:20][C@H:19]([O:21][CH2:22][O:23][CH3:24])[C@@H:18]([OH:25])[CH2:17]2)[C:13]=1[O:14][CH3:15])([CH3:7])([CH3:6])[CH3:5].C1(C)C=CC=CC=1.C(OCC)(=O)C, predict the reaction product. The product is: [C:4]([C:8]1[CH:9]=[C:10]([C:26](=[O:28])[CH3:27])[CH:11]=[C:12]([N:16]2[CH2:20][C@H:19]([O:21][CH2:22][O:23][CH3:24])[C@@H:18]([O:25][CH2:1][CH3:2])[CH2:17]2)[C:13]=1[O:14][CH3:15])([CH3:7])([CH3:5])[CH3:6]. (2) Given the reactants C(OC(=O)[N:7]([C:9]1[CH:14]=[C:13]([S:15][CH3:16])[CH:12]=[CH:11][C:10]=1[NH:17][C:18](=O)[CH2:19][O:20][C:21]1[CH:26]=[CH:25][C:24]([CH2:27][CH:28]2[S:32][C:31](=[O:33])[NH:30][C:29]2=[O:34])=[CH:23][CH:22]=1)[CH3:8])(C)(C)C.[ClH:37], predict the reaction product. The product is: [ClH:37].[CH3:16][S:15][C:13]1[CH:12]=[CH:11][C:10]2[N:17]=[C:18]([CH2:19][O:20][C:21]3[CH:26]=[CH:25][C:24]([CH2:27][CH:28]4[S:32][C:31](=[O:33])[NH:30][C:29]4=[O:34])=[CH:23][CH:22]=3)[N:7]([CH3:8])[C:9]=2[CH:14]=1. (3) Given the reactants [NH:1]1[CH:5]=[CH:4][CH:3]=[N:2]1.[Li]CCCC.[CH2:11](Cl)[O:12][CH2:13][C:14]1[CH:19]=[CH:18][CH:17]=[CH:16][CH:15]=1, predict the reaction product. The product is: [CH2:13]([O:12][CH2:11][N:1]1[CH:5]=[CH:4][CH:3]=[N:2]1)[C:14]1[CH:19]=[CH:18][CH:17]=[CH:16][CH:15]=1. (4) Given the reactants [O:1]1[CH2:6][CH2:5][N:4]([C:7]2[C:12]([NH:13][C:14]3[C:23]4[C:18](=[CH:19][C:20]([F:25])=[CH:21][C:22]=4[F:24])[N:17]=[C:16]([C:26]4[CH:31]=[CH:30][CH:29]=[CH:28][N:27]=4)[C:15]=3[CH3:32])=[CH:11][C:10]([N:33]3[CH2:38][CH2:37][O:36][CH2:35][CH2:34]3)=[CH:9][N:8]=2)[CH2:3][CH2:2]1.I[CH2:40][CH3:41].[H-].[Na+].O, predict the reaction product. The product is: [N:4]1([C:7]2[C:12]([N:13]([CH2:40][CH3:41])[C:14]3[C:23]4[C:18](=[CH:19][C:20]([F:25])=[CH:21][C:22]=4[F:24])[N:17]=[C:16]([C:26]4[CH:31]=[CH:30][CH:29]=[CH:28][N:27]=4)[C:15]=3[CH3:32])=[CH:11][C:10]([N:33]3[CH2:38][CH2:37][O:36][CH2:35][CH2:34]3)=[CH:9][N:8]=2)[CH2:5][CH2:6][O:1][CH2:2][CH2:3]1. (5) The product is: [C:12]1([N:11]=[C:6]=[O:9])[CH:17]=[CH:16][CH:15]=[CH:14][CH:13]=1. Given the reactants [C]=O.C1(=O)C=C[C:6](=[O:9])C=C1.[NH2:11][C:12]1[CH:17]=[CH:16][CH:15]=[CH:14][CH:13]=1, predict the reaction product. (6) Given the reactants Cl.Cl.C([O:6][C:7](=[O:15])[C@H:8]([CH2:10][CH2:11][CH2:12][CH2:13][NH2:14])[NH2:9])CC.[OH-].[Na+], predict the reaction product. The product is: [NH2:9][C@H:8]([C:7]([OH:15])=[O:6])[CH2:10][CH2:11][CH2:12][CH2:13][NH2:14]. (7) Given the reactants [NH2:1][C:2]1[C:7]([CH3:8])=[CH:6][C:5]([OH:9])=[C:4]([CH3:10])[CH:3]=1.[OH-].[Na+].[Cl:13][C:14]1[N:19]=[C:18](Cl)[CH:17]=[CH:16][N:15]=1.[CH3:21]C(C)=O, predict the reaction product. The product is: [Cl:13][C:14]1[N:15]=[C:16]([O:9][C:5]2[C:4]([CH3:10])=[CH:3][C:2]([NH2:1])=[C:7]([CH3:8])[CH:6]=2)[CH:17]=[C:18]([CH3:21])[N:19]=1. (8) The product is: [F:25][C:22]1[CH:23]=[CH:24][C:19]([C@H:17]([NH:16][C:15]([C:8]2[N:9]3[C:10]([CH2:11][O:12][CH2:13][CH2:14]3)=[C:6]([C:4]([OH:5])=[O:3])[CH:7]=2)=[O:26])[CH3:18])=[CH:20][CH:21]=1. Given the reactants C([O:3][C:4]([C:6]1[CH:7]=[C:8]([C:15](=[O:26])[NH:16][C@@H:17]([C:19]2[CH:24]=[CH:23][C:22]([F:25])=[CH:21][CH:20]=2)[CH3:18])[N:9]2[CH2:14][CH2:13][O:12][CH2:11][C:10]=12)=[O:5])C.[OH-].[Na+].Cl, predict the reaction product.